This data is from NCI-60 drug combinations with 297,098 pairs across 59 cell lines. The task is: Regression. Given two drug SMILES strings and cell line genomic features, predict the synergy score measuring deviation from expected non-interaction effect. (1) Cell line: SR. Synergy scores: CSS=49.9, Synergy_ZIP=-5.64, Synergy_Bliss=-6.88, Synergy_Loewe=-4.18, Synergy_HSA=-3.56. Drug 1: CC(CN1CC(=O)NC(=O)C1)N2CC(=O)NC(=O)C2. Drug 2: CCCCC(=O)OCC(=O)C1(CC(C2=C(C1)C(=C3C(=C2O)C(=O)C4=C(C3=O)C=CC=C4OC)O)OC5CC(C(C(O5)C)O)NC(=O)C(F)(F)F)O. (2) Drug 1: CC1=C(C=C(C=C1)NC2=NC=CC(=N2)N(C)C3=CC4=NN(C(=C4C=C3)C)C)S(=O)(=O)N.Cl. Drug 2: CC1=C2C(C(=O)C3(C(CC4C(C3C(C(C2(C)C)(CC1OC(=O)C(C(C5=CC=CC=C5)NC(=O)OC(C)(C)C)O)O)OC(=O)C6=CC=CC=C6)(CO4)OC(=O)C)O)C)O. Cell line: KM12. Synergy scores: CSS=43.5, Synergy_ZIP=5.79, Synergy_Bliss=6.61, Synergy_Loewe=-19.8, Synergy_HSA=7.47. (3) Drug 1: CC1=C(C=C(C=C1)NC2=NC=CC(=N2)N(C)C3=CC4=NN(C(=C4C=C3)C)C)S(=O)(=O)N.Cl. Drug 2: C1=NC(=NC(=O)N1C2C(C(C(O2)CO)O)O)N. Cell line: HL-60(TB). Synergy scores: CSS=15.0, Synergy_ZIP=16.6, Synergy_Bliss=12.8, Synergy_Loewe=-25.4, Synergy_HSA=-8.39. (4) Drug 1: CCC1(CC2CC(C3=C(CCN(C2)C1)C4=CC=CC=C4N3)(C5=C(C=C6C(=C5)C78CCN9C7C(C=CC9)(C(C(C8N6C=O)(C(=O)OC)O)OC(=O)C)CC)OC)C(=O)OC)O.OS(=O)(=O)O. Drug 2: CN1C2=C(C=C(C=C2)N(CCCl)CCCl)N=C1CCCC(=O)O.Cl. Cell line: NCI-H226. Synergy scores: CSS=1.64, Synergy_ZIP=-1.32, Synergy_Bliss=-1.61, Synergy_Loewe=-1.70, Synergy_HSA=-1.30.